Dataset: Peptide-MHC class I binding affinity with 185,985 pairs from IEDB/IMGT. Task: Regression. Given a peptide amino acid sequence and an MHC pseudo amino acid sequence, predict their binding affinity value. This is MHC class I binding data. The MHC is Mamu-A07 with pseudo-sequence Mamu-A07. The binding affinity (normalized) is 0.332. The peptide sequence is SHLEVQGYW.